This data is from Catalyst prediction with 721,799 reactions and 888 catalyst types from USPTO. The task is: Predict which catalyst facilitates the given reaction. (1) Reactant: [Br:1][CH2:2][CH2:3][CH2:4][CH2:5][CH2:6][CH2:7][CH2:8][CH2:9][CH2:10][CH2:11][CH2:12][OH:13].[Si:14](Cl)([C:17]([CH3:20])([CH3:19])[CH3:18])([CH3:16])[CH3:15].C(N(CC)CC)C. Product: [Si:14]([O:13][CH2:12][CH2:11][CH2:10][CH2:9][CH2:8][CH2:7][CH2:6][CH2:5][CH2:4][CH2:3][CH2:2][Br:1])([C:17]([CH3:20])([CH3:19])[CH3:18])([CH3:16])[CH3:15]. The catalyst class is: 119. (2) Reactant: FC(F)(F)C(O)=O.[N:8]1[CH:13]=[CH:12][C:11]([CH2:14][O:15][C:16]2[C:17]([N:22]3[CH2:27][CH2:26][NH:25][CH2:24][CH2:23]3)=[N:18][CH:19]=[CH:20][CH:21]=2)=[CH:10][CH:9]=1.C(O)C(N)(CO)CO.C(N(CC)CC)C.[F:43][C:44]([F:59])([F:58])[C:45]1[CH:46]=[C:47]([N:55]=[C:56]=[O:57])[CH:48]=[C:49]([C:51]([F:54])([F:53])[F:52])[CH:50]=1. Product: [F:43][C:44]([F:58])([F:59])[C:45]1[CH:46]=[C:47]([NH:55][C:56]([N:25]2[CH2:26][CH2:27][N:22]([C:17]3[C:16]([O:15][CH2:14][C:11]4[CH:12]=[CH:13][N:8]=[CH:9][CH:10]=4)=[CH:21][CH:20]=[CH:19][N:18]=3)[CH2:23][CH2:24]2)=[O:57])[CH:48]=[C:49]([C:51]([F:54])([F:52])[F:53])[CH:50]=1. The catalyst class is: 7. (3) Reactant: [Cl:1][C:2]1[CH:3]=[CH:4][C:5]([O:32][CH3:33])=[C:6]([N:8]([CH2:20][CH2:21][C:22]2[CH:27]=[CH:26][C:25]([C:28]([F:31])([F:30])[F:29])=[CH:24][CH:23]=2)[C:9](=[O:19])[C:10](=[N:17]O)[C:11]2[CH:16]=[CH:15][CH:14]=[CH:13][CH:12]=2)[CH:7]=1.C(O)(C(F)(F)F)=O. The catalyst class is: 19. Product: [NH2:17][CH:10]([C:11]1[CH:12]=[CH:13][CH:14]=[CH:15][CH:16]=1)[C:9]([N:8]([C:6]1[CH:7]=[C:2]([Cl:1])[CH:3]=[CH:4][C:5]=1[O:32][CH3:33])[CH2:20][CH2:21][C:22]1[CH:27]=[CH:26][C:25]([C:28]([F:30])([F:31])[F:29])=[CH:24][CH:23]=1)=[O:19]. (4) Reactant: [Cl:1][C:2]1[N:7]=[CH:6][C:5]([CH2:8][N:9]2[CH2:13][CH2:12][NH:11][C:10]2=[CH:14][C:15]#[N:16])=[CH:4][CH:3]=1.[CH:17](=[O:22])[CH2:18][CH2:19][CH:20]=O.Cl. Product: [Cl:1][C:2]1[N:7]=[CH:6][C:5]([CH2:8][N:9]2[C:10]3=[C:14]([C:15]#[N:16])[CH:20]4[O:22][CH:17]([N:11]3[CH2:12][CH2:13]2)[CH2:18][CH2:19]4)=[CH:4][CH:3]=1. The catalyst class is: 10. (5) Reactant: [CH3:1][N:2]([CH2:10][C:11]1[CH:16]=[CH:15][CH:14]=[CH:13][CH:12]=1)C1(C#N)CCCC1.C1([Li])C=CC=CC=1.C(OCCCC)CCC.[BH4-].[Na+].[NH2:35][CH:36]([C:45]1[CH:50]=[CH:49][CH:48]=[CH:47][CH:46]=1)[C:37]1(N(C)C)[CH2:41][CH2:40][CH2:39][CH2:38]1. Product: [NH2:35][CH:36]([C:45]1[CH:46]=[CH:47][CH:48]=[CH:49][CH:50]=1)[C:37]1([CH2:1][NH:2][CH2:10][C:11]2[CH:16]=[CH:15][CH:14]=[CH:13][CH:12]=2)[CH2:38][CH2:39][CH2:40][CH2:41]1. The catalyst class is: 36. (6) Reactant: C([N:8]1[N:12]=[C:11]([C:13]2[C:17]3[CH:18]=[N:19][C:20]([NH:22][C:23]4[CH:28]=[CH:27][N:26]=[C:25]([C:29]5[CH:30]=[N:31][N:32](S(C6CC6)(=O)=O)[CH:33]=5)[N:24]=4)=[CH:21][C:16]=3[N:15]([CH:40]([CH3:42])[CH3:41])[CH:14]=2)[CH:10]=[N:9]1)C1C=CC=CC=1.[Cl-].[Cl-].[Cl-].[Al+3]. Product: [NH:31]1[CH:30]=[C:29]([C:25]2[N:24]=[C:23]([NH:22][C:20]3[N:19]=[CH:18][C:17]4[C:13]([C:11]5[CH:10]=[N:9][NH:8][N:12]=5)=[CH:14][N:15]([CH:40]([CH3:41])[CH3:42])[C:16]=4[CH:21]=3)[CH:28]=[CH:27][N:26]=2)[CH:33]=[N:32]1. The catalyst class is: 11. (7) Reactant: [CH3:1][C:2]1[CH:10]=[CH:9][C:5]([C:6](Cl)=[O:7])=[CH:4][C:3]=1[NH:11][C:12](=[O:21])[CH:13]=[CH:14][C:15]1[CH:16]=[N:17][CH:18]=[CH:19][CH:20]=1.[F:22][C:23]1[CH:29]=[CH:28][C:26]([NH2:27])=[CH:25][CH:24]=1.C(N(CC)CC)C.C(=O)([O-])[O-].[K+].[K+]. Product: [F:22][C:23]1[CH:29]=[CH:28][C:26]([NH:27][C:6](=[O:7])[C:5]2[CH:9]=[CH:10][C:2]([CH3:1])=[C:3]([NH:11][C:12](=[O:21])[CH:13]=[CH:14][C:15]3[CH:16]=[N:17][CH:18]=[CH:19][CH:20]=3)[CH:4]=2)=[CH:25][CH:24]=1. The catalyst class is: 4.